The task is: Predict the product of the given reaction.. This data is from Forward reaction prediction with 1.9M reactions from USPTO patents (1976-2016). (1) Given the reactants Cl[C:2]1[N:3]=[C:4]([NH:11][CH2:12][CH2:13][CH2:14][N:15]2[CH2:20][CH2:19][O:18][CH2:17][CH2:16]2)[C:5]2[CH:10]=[CH:9][NH:8][C:6]=2[N:7]=1.[NH2:21][C:22]1[CH:30]=[C:29]2[C:25]([CH:26]=[N:27][NH:28]2)=[CH:24][CH:23]=1.C[Si](Cl)(C)C, predict the reaction product. The product is: [NH:28]1[C:29]2[C:25](=[CH:24][CH:23]=[C:22]([NH:21][C:2]3[N:3]=[C:4]([NH:11][CH2:12][CH2:13][CH2:14][N:15]4[CH2:20][CH2:19][O:18][CH2:17][CH2:16]4)[C:5]4[CH:10]=[CH:9][NH:8][C:6]=4[N:7]=3)[CH:30]=2)[CH:26]=[N:27]1. (2) Given the reactants [O:1]=[C:2]1[CH2:6][C:5]2([CH2:11][CH2:10][N:9](C(OC(C)(C)C)=O)[CH2:8][CH2:7]2)[CH2:4][O:3]1.[ClH:19].C(OCC)(=O)C.C(OCC)(=O)C, predict the reaction product. The product is: [ClH:19].[O:1]=[C:2]1[CH2:6][C:5]2([CH2:11][CH2:10][NH:9][CH2:8][CH2:7]2)[CH2:4][O:3]1. (3) Given the reactants C(OC([N:8](CC1C=CC(OC)=CC=1)[C:9]1[C:10]([Cl:29])=[C:11]([C:17]2([F:28])[CH2:20][N:19](C(OC(C)(C)C)=O)[CH2:18]2)[CH:12]=[C:13]([C:15]#[N:16])[CH:14]=1)=O)(C)(C)C.C1(OC)C=CC=CC=1.C(O)(C(F)(F)F)=O, predict the reaction product. The product is: [NH2:8][C:9]1[CH:14]=[C:13]([CH:12]=[C:11]([C:17]2([F:28])[CH2:18][NH:19][CH2:20]2)[C:10]=1[Cl:29])[C:15]#[N:16].